Dataset: Reaction yield outcomes from USPTO patents with 853,638 reactions. Task: Predict the reaction yield, written as a fraction of the theoretical maximum amount of product (1.0 means a 100% yield; for example, 0.34 means a 34% yield). (1) The reactants are FC1C=C(CN)[CH:5]=[N:6]C=1.[NH:10]1[CH:14]=[CH:13][C:12](CN)=[N:11]1.[CH3:17][C:18]1[N:19]=[C:20]([N:26]2[CH2:30][CH2:29][N:28]([CH2:31][CH2:32][CH2:33][C:34]([F:37])([F:36])[F:35])[C:27]2=[O:38])[S:21][C:22]=1[C:23]([OH:25])=O. No catalyst specified. The product is [NH:11]1[CH:12]=[C:13]([CH2:5][NH:6][C:23]([C:22]2[S:21][C:20]([N:26]3[CH2:30][CH2:29][N:28]([CH2:31][CH2:32][CH2:33][C:34]([F:37])([F:36])[F:35])[C:27]3=[O:38])=[N:19][C:18]=2[CH3:17])=[O:25])[CH:14]=[N:10]1. The yield is 0.0300. (2) The reactants are [CH3:1][O:2][C:3](=[O:17])[CH2:4][CH2:5][CH2:6][C:7](=[O:16])[NH:8][C:9]1[CH:14]=[CH:13][C:12](I)=[CH:11][CH:10]=1.CN(C=O)C.C(=O)(O)[O-].[Na+].[CH3:28][CH:29]([OH:32])[CH:30]=[CH2:31]. The catalyst is [Cl-].C([N+](CCCC)(CCCC)CCCC)CCC.C(OCC)(=O)C.[Pd](Cl)Cl. The product is [CH3:1][O:2][C:3](=[O:17])[CH2:4][CH2:5][CH2:6][C:7](=[O:16])[NH:8][C:9]1[CH:14]=[CH:13][C:12]([CH2:31][CH2:30][C:29](=[O:32])[CH3:28])=[CH:11][CH:10]=1. The yield is 0.660. (3) The reactants are [Br:1][C:2]1[C:3]([OH:10])=[C:4]([CH:7]=[CH:8][CH:9]=1)[CH:5]=O.[C:11]([CH:16]=P(C1C=CC=CC=1)(C1C=CC=CC=1)C1C=CC=CC=1)(OCC)=[O:12]. The catalyst is CN1C(=O)CCC1. The product is [Br:1][C:2]1[CH:9]=[CH:8][CH:7]=[C:4]2[C:3]=1[O:10][C:11](=[O:12])[CH:16]=[CH:5]2. The yield is 0.260.